Dataset: Forward reaction prediction with 1.9M reactions from USPTO patents (1976-2016). Task: Predict the product of the given reaction. (1) Given the reactants Cl.[NH2:2][C@@H:3]([CH2:33][C:34]1[CH:39]=[CH:38][C:37]([O:40][S:41]([CH3:44])(=[O:43])=[O:42])=[CH:36][CH:35]=1)[C:4]([O:6][C@H:7]([C:18]1[CH:23]=[CH:22][C:21]([O:24][CH:25]([F:27])[F:26])=[C:20]([O:28][CH2:29][CH:30]2[CH2:32][CH2:31]2)[CH:19]=1)[CH2:8][C:9]1[C:14]([Cl:15])=[CH:13][N+:12]([O-:16])=[CH:11][C:10]=1[Cl:17])=[O:5].[CH3:45][S:46](Cl)(=[O:48])=[O:47], predict the reaction product. The product is: [Cl:15][C:14]1[CH:13]=[N+:12]([O-:16])[CH:11]=[C:10]([Cl:17])[C:9]=1[CH2:8][C@@H:7]([C:18]1[CH:23]=[CH:22][C:21]([O:24][CH:25]([F:27])[F:26])=[C:20]([O:28][CH2:29][CH:30]2[CH2:32][CH2:31]2)[CH:19]=1)[O:6][C:4](=[O:5])[C@@H:3]([NH:2][S:46]([CH3:45])(=[O:48])=[O:47])[CH2:33][C:34]1[CH:35]=[CH:36][C:37]([O:40][S:41]([CH3:44])(=[O:42])=[O:43])=[CH:38][CH:39]=1. (2) Given the reactants [NH2:1][C:2]1[CH:7]=[C:6]([N+:8]([O-:10])=[O:9])[CH:5]=[CH:4][C:3]=1[OH:11].Cl[CH2:13][CH2:14][C:15](OCC)=O.C(=O)([O-])O.[Na+], predict the reaction product. The product is: [N+:8]([C:6]1[CH:5]=[CH:4][C:3]2[O:11][C:15]([CH:14]=[CH2:13])=[N:1][C:2]=2[CH:7]=1)([O-:10])=[O:9]. (3) Given the reactants [CH2:1]([Si:4]([CH3:18])([CH3:17])[C:5]1[CH:10]=[CH:9][C:8]([C:11]#[C:12][Si](C)(C)C)=[CH:7][CH:6]=1)[CH:2]=[CH2:3].[OH-].[K+].Cl, predict the reaction product. The product is: [CH2:1]([Si:4]([C:5]1[CH:10]=[CH:9][C:8]([C:11]#[CH:12])=[CH:7][CH:6]=1)([CH3:18])[CH3:17])[CH:2]=[CH2:3]. (4) Given the reactants [I:1][C:2]1[CH:3]=[C:4]([CH:8]=[CH:9][CH:10]=1)[C:5]([OH:7])=O.[F:11][C:12]1[CH:13]=[C:14]([CH:16]=[CH:17][C:18]=1[O:19][C:20]([F:23])([F:22])[F:21])[NH2:15], predict the reaction product. The product is: [F:11][C:12]1[CH:13]=[C:14]([NH:15][C:5](=[O:7])[C:4]2[CH:8]=[CH:9][CH:10]=[C:2]([I:1])[CH:3]=2)[CH:16]=[CH:17][C:18]=1[O:19][C:20]([F:22])([F:23])[F:21]. (5) Given the reactants [NH2:1][C:2]1[CH:3]=[C:4]2[C:9](=[CH:10][CH:11]=1)[N:8]=[CH:7][CH:6]=[CH:5]2.[CH2:12]1[O:20][C:19]2[CH:18]=[CH:17][C:16]([N:21]=[C:22]=[O:23])=[CH:15][C:14]=2[O:13]1, predict the reaction product. The product is: [O:20]1[C:19]2[CH:18]=[CH:17][C:16]([NH:21][C:22]([NH:1][C:2]3[CH:3]=[C:4]4[C:9](=[CH:10][CH:11]=3)[N:8]=[CH:7][CH:6]=[CH:5]4)=[O:23])=[CH:15][C:14]=2[O:13][CH2:12]1.